Regression. Given two drug SMILES strings and cell line genomic features, predict the synergy score measuring deviation from expected non-interaction effect. From a dataset of NCI-60 drug combinations with 297,098 pairs across 59 cell lines. (1) Drug 1: C1=CN(C(=O)N=C1N)C2C(C(C(O2)CO)O)O.Cl. Drug 2: CN(CCCl)CCCl.Cl. Cell line: HOP-92. Synergy scores: CSS=22.8, Synergy_ZIP=-12.0, Synergy_Bliss=-8.28, Synergy_Loewe=-3.79, Synergy_HSA=-2.28. (2) Drug 1: COC1=CC(=CC(=C1O)OC)C2C3C(COC3=O)C(C4=CC5=C(C=C24)OCO5)OC6C(C(C7C(O6)COC(O7)C8=CC=CS8)O)O. Drug 2: C1CNP(=O)(OC1)N(CCCl)CCCl. Cell line: SR. Synergy scores: CSS=75.5, Synergy_ZIP=5.78, Synergy_Bliss=4.95, Synergy_Loewe=-24.5, Synergy_HSA=4.98. (3) Drug 1: C1=CC(=CC=C1C#N)C(C2=CC=C(C=C2)C#N)N3C=NC=N3. Drug 2: CC12CCC3C(C1CCC2O)C(CC4=C3C=CC(=C4)O)CCCCCCCCCS(=O)CCCC(C(F)(F)F)(F)F. Cell line: HCT-15. Synergy scores: CSS=8.40, Synergy_ZIP=-3.72, Synergy_Bliss=-4.26, Synergy_Loewe=3.37, Synergy_HSA=-1.35. (4) Drug 1: C1CC(=O)NC(=O)C1N2C(=O)C3=CC=CC=C3C2=O. Drug 2: N.N.Cl[Pt+2]Cl. Cell line: HOP-62. Synergy scores: CSS=29.0, Synergy_ZIP=0.595, Synergy_Bliss=0.677, Synergy_Loewe=-20.2, Synergy_HSA=-1.40. (5) Drug 1: C1=NC2=C(N=C(N=C2N1C3C(C(C(O3)CO)O)O)F)N. Drug 2: C1C(C(OC1N2C=NC(=NC2=O)N)CO)O. Cell line: SF-539. Synergy scores: CSS=1.97, Synergy_ZIP=1.81, Synergy_Bliss=8.52, Synergy_Loewe=1.49, Synergy_HSA=1.84. (6) Drug 1: CC1=C(C=C(C=C1)NC2=NC=CC(=N2)N(C)C3=CC4=NN(C(=C4C=C3)C)C)S(=O)(=O)N.Cl. Drug 2: N.N.Cl[Pt+2]Cl. Cell line: MDA-MB-435. Synergy scores: CSS=-5.52, Synergy_ZIP=3.80, Synergy_Bliss=3.31, Synergy_Loewe=-2.21, Synergy_HSA=-1.65. (7) Drug 1: C1CCN(CC1)CCOC2=CC=C(C=C2)C(=O)C3=C(SC4=C3C=CC(=C4)O)C5=CC=C(C=C5)O. Drug 2: C1=CN(C=N1)CC(O)(P(=O)(O)O)P(=O)(O)O. Cell line: IGROV1. Synergy scores: CSS=2.28, Synergy_ZIP=-1.23, Synergy_Bliss=-0.916, Synergy_Loewe=-3.03, Synergy_HSA=-2.81. (8) Drug 1: C1C(C(OC1N2C=C(C(=O)NC2=O)F)CO)O. Drug 2: C1CN(P(=O)(OC1)NCCCl)CCCl. Cell line: M14. Synergy scores: CSS=6.33, Synergy_ZIP=-3.33, Synergy_Bliss=-1.65, Synergy_Loewe=-7.39, Synergy_HSA=-2.46. (9) Drug 1: CNC(=O)C1=CC=CC=C1SC2=CC3=C(C=C2)C(=NN3)C=CC4=CC=CC=N4. Drug 2: CC1=CC2C(CCC3(C2CCC3(C(=O)C)OC(=O)C)C)C4(C1=CC(=O)CC4)C. Cell line: HCT116. Synergy scores: CSS=9.32, Synergy_ZIP=-4.08, Synergy_Bliss=-3.55, Synergy_Loewe=-9.21, Synergy_HSA=-2.75.